This data is from Catalyst prediction with 721,799 reactions and 888 catalyst types from USPTO. The task is: Predict which catalyst facilitates the given reaction. (1) Reactant: FC(F)(F)S(O[C:7]1[CH:8]=[C:9]2[C:13](=[CH:14][CH:15]=1)[N:12]([C:16]([O:18][C:19]([CH3:22])([CH3:21])[CH3:20])=[O:17])[C:11]([C:23]([O:25][CH2:26][CH3:27])=[O:24])=[CH:10]2)(=O)=O.CC1(C)C(C)(C)OB([C:38]2[CH:43]=[CH:42][C:41]([OH:44])=[CH:40][CH:39]=2)O1.C1(P(C2C=CC=CC=2)C2C=CC=CC=2)C=CC=CC=1.P([O-])([O-])([O-])=O.[K+].[K+].[K+].O. Product: [OH:44][C:41]1[CH:42]=[CH:43][C:38]([C:7]2[CH:8]=[C:9]3[C:13](=[CH:14][CH:15]=2)[N:12]([C:16]([O:18][C:19]([CH3:22])([CH3:20])[CH3:21])=[O:17])[C:11]([C:23]([O:25][CH2:26][CH3:27])=[O:24])=[CH:10]3)=[CH:39][CH:40]=1. The catalyst class is: 160. (2) Reactant: S(=O)(=O)(O)[OH:2].[F:6][C:7]1[CH:12]=[CH:11][C:10]([NH:13][C:14](=[O:18])[CH:15]=NO)=[CH:9][CH:8]=1. Product: [F:6][C:7]1[CH:12]=[C:11]2[C:10](=[CH:9][CH:8]=1)[NH:13][C:14](=[O:18])[C:15]2=[O:2]. The catalyst class is: 13. (3) Reactant: [CH:1]([C:3]1[CH:26]=[CH:25][C:6]([CH2:7][NH:8][C:9](=[O:24])[CH2:10][CH2:11][C:12]2[CH:17]=[CH:16][C:15]([O:18][CH2:19][C:20]#[CH:21])=[C:14]([O:22][CH3:23])[CH:13]=2)=[CH:5][CH:4]=1)=[O:2].C(O)C.[BH4-].[Na+].[Cl-].[NH4+]. Product: [OH:2][CH2:1][C:3]1[CH:4]=[CH:5][C:6]([CH2:7][NH:8][C:9](=[O:24])[CH2:10][CH2:11][C:12]2[CH:17]=[CH:16][C:15]([O:18][CH2:19][C:20]#[CH:21])=[C:14]([O:22][CH3:23])[CH:13]=2)=[CH:25][CH:26]=1. The catalyst class is: 6.